From a dataset of Drug-target binding data from BindingDB using IC50 measurements. Regression. Given a target protein amino acid sequence and a drug SMILES string, predict the binding affinity score between them. We predict pIC50 (pIC50 = -log10(IC50 in M); higher means more potent). Dataset: bindingdb_ic50. (1) The drug is O=c1[nH]c(=O)n([C@H]2C[C@H](O)[C@@H](CO)O2)cc1C=CBr. The target protein sequence is MASHAGHQDSPALDRVAGSAGHGDHPSALLRIYVDGPHGLGKTTTAAALAAALGRRDEIEYVPEPMAYWQTLGGPQTITRIFDAQHRLDRGEISASEAAMAMASAQVTMSTPYAVTESAVAPHIGAELPPGHGPHPNIDLTLVFDRHPVASLLCYPAARYLMGSLSLPTVLSFAALLPQTTPGTNLVLGALPEAVHAERLAQRQRPGERLDLAMLSAIRRVYDMLGNAIVYLQRGGSWRADWRRLSPARSAAASGRPARILPRPEIEDTIFALFCAPELLDETGEPYRVFAWTLDLLAERLRPMHLLVLDYNQAPHHCWMDLMEMIPEMTPTLPATPGSMLTLQLLAREFAREMTSTRGGDVGGEGRETR. The pIC50 is 4.5. (2) The drug is CN1CCCc2c1nc(N1CCN(Cc3ncccn3)CC1)[nH]c2=O. The target protein (Q9H2K2) has sequence MSGRRCAGGGAACASAAAEAVEPAARELFEACRNGDVERVKRLVTPEKVNSRDTAGRKSTPLHFAAGFGRKDVVEYLLQNGANVQARDDGGLIPLHNACSFGHAEVVNLLLRHGADPNARDNWNYTPLHEAAIKGKIDVCIVLLQHGAEPTIRNTDGRTALDLADPSAKAVLTGEYKKDELLESARSGNEEKMMALLTPLNVNCHASDGRKSTPLHLAAGYNRVKIVQLLLQHGADVHAKDKGDLVPLHNACSYGHYEVTELLVKHGACVNAMDLWQFTPLHEAASKNRVEVCSLLLSYGADPTLLNCHNKSAIDLAPTPQLKERLAYEFKGHSLLQAAREADVTRIKKHLSLEMVNFKHPQTHETALHCAAASPYPKRKQICELLLRKGANINEKTKEFLTPLHVASEKAHNDVVEVVVKHEAKVNALDNLGQTSLHRAAYCGHLQTCRLLLSYGCDPNIISLQGFTALQMGNENVQQLLQEGISLGNSEADRQLLEAA.... The pIC50 is 7.9. (3) The drug is COc1ccc(CCC[N+]2(CCCc3ccccc3)CCCC(NC(=O)c3nc(Cl)c(N)nc3N)C2)cc1.O=C([O-])C(F)(F)F. The target protein (Q61180) has sequence MLDHTRAPELNLDLDLDVSNSPKGSMKGNNFKEQDLCPPLPMQGLGKGDKREEQALGPEPSEPRQPTEEEEALIEFHRSYRELFQFFCNNTTIHGAIRLVCSKHNRMKTAFWAVLWLCTFGMMYWQFALLFEEYFSYPVSLNINLNSDKLVFPAVTVCTLNPYRYTEIKEDLEELDRITEQTLFDLYKYNSSYTRQAGGRRRSTRDLRGALPHPLQRLRTPPPPNPARSARSASSSVRDNNPQVDRKDWKIGFQLCNQNKSDCFYQTYSSGVDAVREWYRFHYINILSRLPDTSPALEEEALGSFIFTCRFNQAPCNQANYSQFHHPMYGNCYTFNNKNNSNLWMSSMPGVNNGLSLTLRTEQNDFIPLLSTVTGARVMVHGQDEPAFMDDGGFNVRPGVETSISMRKEALDSLGGNYGDCTENGSDVPVKNLYPSKYTQQVCIHSCFQENMIKKCGCAYIFYPKPKGVEFCDYLKQSSWGYCYYKLQAAFSLDSLGCFS.... The pIC50 is 8.2. (4) The compound is Cc1ccccc1C(=O)Nc1ccc(C(=O)N2CCOCc3ccccc32)cc1. The target protein (P30560) has sequence MSFPRGSQDRSVGNSSPWWPLTTEGSNGSQEAARLGEGDSPLGDVRNEELAKLEIAVLAVIFVVAVLGNSSVLLALHRTPRKTSRMHLFIRHLSLADLAVAFFQVLPQLCWDITYRFRGPDWLCRVVKHLQVFAMFASAYMLVVMTADRYIAVCHPLKTLQQPARRSRLMIATSWVLSFILSTPQYFIFSVIEIEVNNGTKTQDCWATFIQPWGTRAYVTWMTSGVFVAPVVVLGTCYGFICYHIWRNIRGKTASSRHSKGDKGSGEAVGPFHKGLLVTPCVSSVKSISRAKIRTVKMTFVIVSAYILCWAPFFIVQMWSVWDENFIWTDSENPSITITALLASLNSCCNPWIYMFFSGHLLQDCVQSFPCCHSMAQKFAKDDSDSMSRRQTSYSNNRSPTNSTGMWKDSPKSSKSIRFIPVST. The pIC50 is 6.2. (5) The drug is CC1(C)N=C(c2ccc(-c3ccc4[nH]ccc4c3)cc2)N(C[C@@H]2CCN(C(=O)C3CC3)C2)C1=O. The target protein (Q96JD6) has sequence MGDIPAVGLSSWKASPGKVTEAVKEAIDAGYRHFDCAYFYHNEREVGAGIRCKIKEGAVRREDLFIATKLWCTCHKKSLVETACRKSLKALKLNYLDLYLIHWPMGFKPPHPEWIMSCSELSFCLSHPRVQDLPLDESNMVIPSDTDFLDTWEAMEDLVITGLVKNIGVSNFNHEQLERLLNKPGLRFKPLTNQIECHPYLTQKNLISFCQSRDVSVTAYRPLGGSCEGVDLIDNPVIKRIAKEHGKSPAQILIRFQIQRNVIVIPGSITPSHIKENIQVFDFELTQHDMDNILSLNRNLRLAMFPITKNHKDYPFHIEY. The pIC50 is 6.9.